This data is from Experimentally validated miRNA-target interactions with 360,000+ pairs, plus equal number of negative samples. The task is: Binary Classification. Given a miRNA mature sequence and a target amino acid sequence, predict their likelihood of interaction. (1) The miRNA is hsa-miR-593-5p with sequence AGGCACCAGCCAGGCAUUGCUCAGC. The protein sequence of the target gene is MTRAGDHNRQRGCCGSLADYLTSAKFLLYLGHSLSTWGDRMWHFAVSVFLVELYGNSLLLTAVYGLVVAGSVLVLGAIIGDWVDKNARLKVAQTSLVVQNVSVILCGIILMMVFLHKHELLTMYHGWVLTSCYILIITIANIANLASTATAITIQRDWIVVVAGEDRSKLANMNATIRRIDQLTNILAPMAVGQIMTFGSPVIGCGFISGWNLVSMCVEYVLLWKVYQKTPALAVKAGLKEEETELKQLNLHKDTEPKPLEGTHLMGVKDSNIHELEHEQEPTCASQMAEPFRTFRDGWV.... Result: 0 (no interaction). (2) The miRNA is cel-miR-61-3p with sequence UGACUAGAACCGUUACUCAUC. The protein sequence of the target gene is MSAEAEEDCHSDADRVGDEGNESPAERDLQAQLQMFRAQWMFELTPGVGSSHGETRPCRAGRSSMLKAAADTKGRQELAKEEKARELFLQAVEEEQNGALYEAIKFYRRAMQLVPDIEFKITYTRSPDGDGVGSGYIEENEDASKMADLLSYFQQQLTLQESVLKLCQPELETSQTHISVLPMEVLMYIFRWVVSSDLDLRSLEQLSLVCRGFYICARDPEIWRLACLKVWGRSCMKLVPYASWREMFLERPRVRFDGVYISKTTYIRQGEQSLDGFYRAWHQVEYYRYMRFFPDGHVMM.... Result: 0 (no interaction). (3) The miRNA is hsa-miR-193b-3p with sequence AACUGGCCCUCAAAGUCCCGCU. The protein sequence of the target gene is MDLPAVLAAPATRGDQHGGGPSRLRRGAGPSLGAGPGRRRLLLLRGPEDGGPGPRPEEAPGPSPPPPEDGGDSFVVLLEVPRAADTHGQEEAEPDSGASPTEQVPAAAPGAALAGTVTIHNQDLLVRFDRGVFTLAAAPAPAAPSLHPATTPGLEPSSAAASRRGPVAASAGSPAYRCPEPQCALSFAKKHQLKVHLLTHGSLQGRRPFKCPLDGCGWAFTTSYKLKRHLQSHDKLRPFSCPVGGCGKKFTTVYNLKAHMKGHEQESLFKCEVCAERFPTHAKLNSHQRSHFEPERPYKC.... Result: 0 (no interaction). (4) The miRNA is mmu-miR-218-5p with sequence UUGUGCUUGAUCUAACCAUGU. The protein sequence of the target gene is MAALKDQLIVNLLKEEQVPQNKITVVGVGAVGMACAISILMKDLADELALVDVIEDKLKGEMMDLQHGSLFLKTPKIVSSKDYSVTANSKLVIITAGARQQEGESRLNLVQRNVNIFKFIIPNVVKYSPQCKLLIVSNPVDILTYVAWKISGFPKNRVIGSGCNLDSARFRYLMGERLGVHPLSCHGWVLGEHGDSSVPVWSGVNVAGVSLKSLNPQLGTDADKEQWKDVHKQVVDSAYEVIKLKGYTSWAIGLSVADLAESIMKNLRRVHPISTMIKGLYGIKEDVFLSVPCILGQNGI.... Result: 0 (no interaction).